From a dataset of Forward reaction prediction with 1.9M reactions from USPTO patents (1976-2016). Predict the product of the given reaction. (1) Given the reactants Br[C:2]1[C:3]([O:23][CH3:24])=[C:4]([CH:10]([N:12]2[C:16]3=[N:17][CH:18]=[N:19][C:20]([NH2:21])=[C:15]3[C:14]([CH3:22])=[N:13]2)[CH3:11])[CH:5]=[C:6]([Cl:9])[C:7]=1[CH3:8].P([O-])([O-])([O-])=O.[K+].[K+].[K+].[C:33]1([CH3:39])[CH:38]=CC=C[CH:34]=1.[OH2:40], predict the reaction product. The product is: [NH2:21][C:20]1[N:19]=[CH:18][N:17]=[C:16]2[N:12]([CH:10]([C:4]3[C:3]([O:23][CH3:24])=[C:2]([CH2:7][CH2:2][C:3]([O:23][C:33]([CH3:34])([CH3:38])[CH3:39])=[O:40])[C:7]([CH3:8])=[C:6]([Cl:9])[CH:5]=3)[CH3:11])[N:13]=[C:14]([CH3:22])[C:15]=12. (2) Given the reactants [C:1]12([NH2:11])[CH2:10][CH:5]3[CH2:6][CH:7]([CH2:9][CH:3]([CH2:4]3)[CH2:2]1)[CH2:8]2.[S:12]1[C:16]([C:17](=O)[CH3:18])=[CH:15][C:14]2[CH:20]=[CH:21][CH:22]=[CH:23][C:13]1=2, predict the reaction product. The product is: [S:12]1[C:16]([CH:17]([NH:11][C:1]23[CH2:8][CH:7]4[CH2:6][CH:5]([CH2:4][CH:3]([CH2:9]4)[CH2:2]2)[CH2:10]3)[CH3:18])=[CH:15][C:14]2[CH:20]=[CH:21][CH:22]=[CH:23][C:13]1=2. (3) Given the reactants [NH2:1][C:2]1[CH:7]=[C:6]([O:8][C:9]2[CH:10]=[C:11]([CH:17]=[CH:18][C:19]=2[Cl:20])[C:12]([O:14][CH2:15][CH3:16])=[O:13])[CH:5]=[CH:4][N:3]=1.[Br:21]Br, predict the reaction product. The product is: [NH2:1][C:2]1[CH:7]=[C:6]([O:8][C:9]2[CH:10]=[C:11]([CH:17]=[CH:18][C:19]=2[Cl:20])[C:12]([O:14][CH2:15][CH3:16])=[O:13])[C:5]([Br:21])=[CH:4][N:3]=1. (4) Given the reactants [NH2:1][CH2:2][C:3]1[CH:8]=[CH:7][C:6]([C:9]2[CH:14]=[CH:13][N:12]=[C:11]3[NH:15][C:16]([C:18]4[CH:23]=[CH:22][C:21]([N:24]([CH3:26])[CH3:25])=[CH:20][CH:19]=4)=[N:17][C:10]=23)=[CH:5][C:4]=1[F:27].[Na].[C:29]([C:33]1[O:37][N:36]=[C:35]([C:38](O)=[O:39])[N:34]=1)([CH3:32])([CH3:31])[CH3:30].C1CN([P+](Br)(N2CCCC2)N2CCCC2)CC1.F[P-](F)(F)(F)(F)F.CN(C=O)C.CCN(C(C)C)C(C)C, predict the reaction product. The product is: [CH3:26][N:24]([CH3:25])[C:21]1[CH:22]=[CH:23][C:18]([C:16]2[NH:15][C:11]3=[N:12][CH:13]=[CH:14][C:9]([C:6]4[CH:7]=[CH:8][C:3]([CH2:2][NH:1][C:38]([C:35]5[N:34]=[C:33]([C:29]([CH3:32])([CH3:31])[CH3:30])[O:37][N:36]=5)=[O:39])=[C:4]([F:27])[CH:5]=4)=[C:10]3[N:17]=2)=[CH:19][CH:20]=1. (5) Given the reactants [CH3:1][O:2][C:3]1[CH:8]=[CH:7][CH:6]=[CH:5][C:4]=1[C:9]1[C:17]2[C:12](=[N:13][CH:14]=[C:15]([C:18]3[CH:19]=[C:20]([CH:25]=[CH:26][CH:27]=3)[C:21](=[NH:24])OC)[CH:16]=2)[NH:11][N:10]=1.[NH:28]1[CH2:33][CH2:32][O:31][CH2:30][CH2:29]1.C(N(CC)CC)C, predict the reaction product. The product is: [CH3:1][O:2][C:3]1[CH:8]=[CH:7][CH:6]=[CH:5][C:4]=1[C:9]1[C:17]2[C:12](=[N:13][CH:14]=[C:15]([C:18]3[CH:19]=[C:20]([C:21](=[NH:24])[N:28]4[CH2:33][CH2:32][O:31][CH2:30][CH2:29]4)[CH:25]=[CH:26][CH:27]=3)[CH:16]=2)[NH:11][N:10]=1. (6) Given the reactants [F:1][C:2]1[CH:7]=[CH:6][C:5]([NH:8][S:9]([C:12]2[S:13][CH:14]=[CH:15][CH:16]=2)(=[O:11])=[O:10])=[CH:4][C:3]=1[N+:17]([O-:19])=[O:18].[H-].[Na+].[CH3:22]I, predict the reaction product. The product is: [F:1][C:2]1[CH:7]=[CH:6][C:5]([N:8]([CH3:22])[S:9]([C:12]2[S:13][CH:14]=[CH:15][CH:16]=2)(=[O:11])=[O:10])=[CH:4][C:3]=1[N+:17]([O-:19])=[O:18]. (7) Given the reactants [C:1]([O:24]CC)(=[O:23])/[CH:2]=[CH:3]\[CH:4]=[CH:5][CH:6]=[CH:7][CH:8]=[CH:9][CH:10]=[CH:11][CH:12]=[CH:13][CH2:14][CH2:15][CH2:16][CH2:17][CH2:18][CH2:19][CH2:20][CH2:21][CH3:22].[OH-].[Na+].O.Cl, predict the reaction product. The product is: [C:1]([OH:24])(=[O:23])/[CH:2]=[CH:3]\[CH:4]=[CH:5][CH:6]=[CH:7][CH:8]=[CH:9][CH:10]=[CH:11][CH:12]=[CH:13][CH2:14][CH2:15][CH2:16][CH2:17][CH2:18][CH2:19][CH2:20][CH2:21][CH3:22].